Dataset: Reaction yield outcomes from USPTO patents with 853,638 reactions. Task: Predict the reaction yield, written as a fraction of the theoretical maximum amount of product (1.0 means a 100% yield; for example, 0.34 means a 34% yield). (1) The reactants are [NH2:1][C:2]1[CH:14]=[CH:13][C:12]2[C:11]3[C:6](=[CH:7][CH:8]=[CH:9][CH:10]=3)[C:5](=[O:15])[C:4]=2[CH:3]=1.[S:16]1[CH:20]=[C:19]([C:21]([OH:23])=O)[N:18]=[CH:17]1.F[B-](F)(F)F.N1(O[C:39]([N:43](C)C)=[N+:40](C)C)C2C=CC=CC=2N=N1.C([N:49](CC)C(C)C)(C)C. The catalyst is CN(C)C=O. The product is [NH2:40][C:39]([NH:43][C:17]1[S:16][CH:20]=[C:19]([C:21]([NH:1][C:2]2[CH:14]=[CH:13][C:12]3[C:11]4[C:6](=[CH:7][CH:8]=[CH:9][CH:10]=4)[C:5](=[O:15])[C:4]=3[CH:3]=2)=[O:23])[N:18]=1)=[NH:49]. The yield is 0.528. (2) The reactants are [C:1]([O:5][C:6](=[O:17])[C:7]1[CH:12]=[CH:11][C:10](Cl)=[C:9]([N+:14]([O-:16])=[O:15])[CH:8]=1)([CH3:4])([CH3:3])[CH3:2].[CH2:18]([NH2:20])[CH3:19].C1COCC1. The catalyst is C1COCC1. The product is [C:1]([O:5][C:6](=[O:17])[C:7]1[CH:12]=[CH:11][C:10]([NH:20][CH2:18][CH3:19])=[C:9]([N+:14]([O-:16])=[O:15])[CH:8]=1)([CH3:4])([CH3:3])[CH3:2]. The yield is 0.990. (3) The reactants are C(N(CC)CC)C.[F:8][C:9]1[CH:17]=[CH:16][CH:15]=[C:14]([F:18])[C:10]=1[C:11](Cl)=[O:12].[CH3:19][O:20][C:21]1[CH:22]=[C:23]([CH:25]=[C:26]([O:28][CH3:29])[CH:27]=1)[NH2:24]. The catalyst is C1(C)C=CC=CC=1. The product is [CH3:29][O:28][C:26]1[CH:25]=[C:23]([NH:24][C:11](=[O:12])[C:10]2[C:9]([F:8])=[CH:17][CH:16]=[CH:15][C:14]=2[F:18])[CH:22]=[C:21]([O:20][CH3:19])[CH:27]=1. The yield is 0.970. (4) The reactants are [N+:1]1([O-])[CH:6]=[CH:5][CH:4]=[C:3]2[CH2:7][CH2:8][CH2:9][C:2]=12.O=P(Cl)(Cl)[Cl:13]. No catalyst specified. The product is [Cl:13][C:4]1[CH:5]=[CH:6][N:1]=[C:2]2[CH2:9][CH2:8][CH2:7][C:3]=12. The yield is 0.930. (5) The reactants are [CH2:1]([C:8]1([O:52][CH3:53])[CH2:13][CH2:12][CH:11]([N:14]2[CH2:19][CH2:18][N:17]([C:20](=[N:24][S:25]([C:28]3[CH:33]=[CH:32][C:31]([NH:34][C@@H:35]([CH2:41][S:42][C:43]4[CH:48]=[CH:47][CH:46]=[CH:45][CH:44]=4)[CH2:36][CH2:37][N:38]([CH3:40])[CH3:39])=[C:30]([N+:49]([O-:51])=[O:50])[CH:29]=3)(=[O:27])=[O:26])[NH:21]C#N)[CH2:16][CH2:15]2)[CH2:10][CH2:9]1)[C:2]1[CH:7]=[CH:6][CH:5]=[CH:4][CH:3]=1. The catalyst is Cl.CO. The product is [CH2:1]([C:8]1([O:52][CH3:53])[CH2:9][CH2:10][CH:11]([N:14]2[CH2:19][CH2:18][N:17]([C:20](=[NH:21])[NH:24][S:25]([C:28]3[CH:33]=[CH:32][C:31]([NH:34][C@@H:35]([CH2:41][S:42][C:43]4[CH:44]=[CH:45][CH:46]=[CH:47][CH:48]=4)[CH2:36][CH2:37][N:38]([CH3:39])[CH3:40])=[C:30]([N+:49]([O-:51])=[O:50])[CH:29]=3)(=[O:27])=[O:26])[CH2:16][CH2:15]2)[CH2:12][CH2:13]1)[C:2]1[CH:7]=[CH:6][CH:5]=[CH:4][CH:3]=1. The yield is 0.420. (6) The reactants are [CH3:1][C:2]1[O:6][N:5]=[C:4]([C:7]2[CH:12]=[CH:11][CH:10]=[CH:9][CH:8]=2)[C:3]=1[CH2:13][O:14][C:15]1[CH:23]=[CH:22][C:18]([C:19]([OH:21])=O)=[CH:17][N:16]=1.[NH2:24][CH2:25][C:26]1[CH:31]=[CH:30][CH:29]=[CH:28][N:27]=1. No catalyst specified. The product is [CH3:1][C:2]1[O:6][N:5]=[C:4]([C:7]2[CH:8]=[CH:9][CH:10]=[CH:11][CH:12]=2)[C:3]=1[CH2:13][O:14][C:15]1[CH:23]=[CH:22][C:18]([C:19]([NH:24][CH2:25][C:26]2[CH:31]=[CH:30][CH:29]=[CH:28][N:27]=2)=[O:21])=[CH:17][N:16]=1. The yield is 0.740. (7) The reactants are [Br:1][C:2]1[CH:11]=[CH:10][C:5]([C:6]([O:8][CH3:9])=[O:7])=[CH:4][C:3]=1[S:12](Cl)(=[O:14])=[O:13].[NH:16]1[CH2:22][CH2:21][CH2:20][CH:19]([OH:23])[CH2:18][CH2:17]1. The catalyst is C(Cl)Cl. The product is [Br:1][C:2]1[CH:11]=[CH:10][C:5]([C:6]([O:8][CH3:9])=[O:7])=[CH:4][C:3]=1[S:12]([N:16]1[CH2:22][CH2:21][CH2:20][CH:19]([OH:23])[CH2:18][CH2:17]1)(=[O:14])=[O:13]. The yield is 0.775. (8) The reactants are [N:1]1[CH:6]=[CH:5][CH:4]=[CH:3][C:2]=1[CH2:7][CH2:8][CH2:9][OH:10].C[N+]1([O-])CCOCC1. The catalyst is C(Cl)Cl.CCC[N+](CCC)(CCC)CCC.[O-][Ru](=O)(=O)=O. The product is [N:1]1[CH:6]=[CH:5][CH:4]=[CH:3][C:2]=1[CH2:7][CH2:8][CH:9]=[O:10]. The yield is 0.110.